This data is from Catalyst prediction with 721,799 reactions and 888 catalyst types from USPTO. The task is: Predict which catalyst facilitates the given reaction. (1) Reactant: [H-].[Al+3].[Li+].[H-].[H-].[H-].[CH3:7][O:8][C:9]1[CH:14]=[CH:13][CH:12]=[CH:11][C:10]=1[N:15]1[C@H:19]([C:20](OCC)=[O:21])[CH2:18][CH2:17][C@@H:16]1[C:25](OCC)=[O:26]. Product: [CH3:7][O:8][C:9]1[CH:14]=[CH:13][CH:12]=[CH:11][C:10]=1[N:15]1[C@H:16]([CH2:25][OH:26])[CH2:17][CH2:18][C@@H:19]1[CH2:20][OH:21]. The catalyst class is: 7. (2) Reactant: [CH2:1]([C@@:8]12[CH2:21][CH2:20][C@:19]([OH:26])([C:22]([F:25])([F:24])[F:23])[CH2:18][C@H:17]1[CH2:16][CH2:15][C:14]1[CH:13]=[C:12]([C:27]([NH:29][C:30]3[C:31]([CH3:36])=[N:32][CH:33]=[CH:34][CH:35]=3)=[O:28])[CH:11]=[CH:10][C:9]2=1)[C:2]1[CH:7]=[CH:6][CH:5]=[CH:4][CH:3]=1.[O:37]=[O+][O-].C1C=CC(P(C2C=CC=CC=2)C2C=CC=CC=2)=CC=1.CCOC(C)=O. Product: [CH2:1]([C@@:8]12[CH2:21][CH2:20][C@:19]([OH:26])([C:22]([F:24])([F:25])[F:23])[CH2:18][C@H:17]1[CH2:16][C:15](=[O:37])[C:14]1[CH:13]=[C:12]([C:27]([NH:29][C:30]3[C:31]([CH3:36])=[N:32][CH:33]=[CH:34][CH:35]=3)=[O:28])[CH:11]=[CH:10][C:9]2=1)[C:2]1[CH:3]=[CH:4][CH:5]=[CH:6][CH:7]=1. The catalyst class is: 2.